Predict the product of the given reaction. From a dataset of Forward reaction prediction with 1.9M reactions from USPTO patents (1976-2016). (1) Given the reactants [F:1][CH:2]([F:17])[O:3][C:4]1[CH:5]=[C:6]([CH:11]=[CH:12][C:13]=1[N+:14]([O-])=O)[C:7]([O:9][CH3:10])=[O:8].[H][H], predict the reaction product. The product is: [NH2:14][C:13]1[CH:12]=[CH:11][C:6]([C:7]([O:9][CH3:10])=[O:8])=[CH:5][C:4]=1[O:3][CH:2]([F:1])[F:17]. (2) Given the reactants [CH2:1]1[N:6]([CH:7]([C:10]2[CH:11]=[N:12][CH:13]=[CH:14][CH:15]=2)[C:8]#[N:9])[CH2:5][CH2:4][N:3]2[CH2:16][CH2:17][CH2:18][C@H:2]12.S(=O)(=O)(O)[OH:20].N, predict the reaction product. The product is: [CH2:1]1[N:6]([CH:7]([C:10]2[CH:11]=[N:12][CH:13]=[CH:14][CH:15]=2)[C:8]([NH2:9])=[O:20])[CH2:5][CH2:4][N:3]2[CH2:16][CH2:17][CH2:18][C@H:2]12. (3) Given the reactants [CH2:1]([C:5]1[C:14]2[C:13](Cl)=[N:12][C:11]([C:16]3[CH:21]=[CH:20][N:19]=[CH:18][CH:17]=3)=[N:10][C:9]=2[CH:8]=[N:7][CH:6]=1)[CH2:2][CH2:3][CH3:4].C(N(CC)CC)C.[C:29]([N:36]1[CH2:41][CH2:40][NH:39][CH2:38][CH2:37]1)([O:31][C:32]([CH3:35])([CH3:34])[CH3:33])=[O:30].C(=O)([O-])[O-].[Na+].[Na+], predict the reaction product. The product is: [C:32]([O:31][C:29]([N:36]1[CH2:41][CH2:40][N:39]([C:13]2[C:14]3[C:5]([CH2:1][CH2:2][CH2:3][CH3:4])=[CH:6][N:7]=[CH:8][C:9]=3[N:10]=[C:11]([C:16]3[CH:21]=[CH:20][N:19]=[CH:18][CH:17]=3)[N:12]=2)[CH2:38][CH2:37]1)=[O:30])([CH3:35])([CH3:33])[CH3:34]. (4) Given the reactants [C:1]([NH:3][C:4](=[N:12][C:13]1[CH:18]=[C:17]([Cl:19])[CH:16]=[C:15]([Cl:20])[CH:14]=1)OC1C=CC=CC=1)#[N:2].[CH3:21][O:22][C:23]1[CH:24]=[C:25]([C@@:31]23[CH2:39][CH2:38][C@@H:37]([NH2:40])[CH2:36][C@@H:35]2[N:34]([CH3:41])[CH2:33][CH2:32]3)[CH:26]=[CH:27][C:28]=1[O:29][CH3:30].C(Cl)Cl, predict the reaction product. The product is: [C:1]([NH:3][C:4]([NH:12][C:13]1[CH:14]=[C:15]([Cl:20])[CH:16]=[C:17]([Cl:19])[CH:18]=1)=[N:40][C@H:37]1[CH2:36][C@H:35]2[C@:31]([C:25]3[CH:26]=[CH:27][C:28]([O:29][CH3:30])=[C:23]([O:22][CH3:21])[CH:24]=3)([CH2:32][CH2:33][N:34]2[CH3:41])[CH2:39][CH2:38]1)#[N:2].